Task: Predict the reactants needed to synthesize the given product.. Dataset: Full USPTO retrosynthesis dataset with 1.9M reactions from patents (1976-2016) (1) Given the product [F:23][C:17]1[C:18]([F:22])=[CH:19][CH:20]=[CH:21][C:16]=1[C:14]1[N:15]=[C:10]2[CH:9]=[N:8][N:7]([CH2:6][C:5]3[CH:24]=[CH:25][C:2]([C:30]4[CH:31]=[CH:32][C:33]([C:35]([F:38])([F:36])[F:37])=[CH:34][C:29]=4[C:28]([F:27])([F:42])[F:43])=[CH:3][C:4]=3[F:26])[CH:12]=[C:11]2[N:13]=1, predict the reactants needed to synthesize it. The reactants are: Br[C:2]1[CH:25]=[CH:24][C:5]([CH2:6][N:7]2[CH:12]=[C:11]3[N:13]=[C:14]([C:16]4[CH:21]=[CH:20][CH:19]=[C:18]([F:22])[C:17]=4[F:23])[N:15]=[C:10]3[CH:9]=[N:8]2)=[C:4]([F:26])[CH:3]=1.[F:27][C:28]([F:43])([F:42])[C:29]1[CH:34]=[C:33]([C:35]([F:38])([F:37])[F:36])[CH:32]=[CH:31][C:30]=1B(O)O. (2) Given the product [CH3:27][C:3]([CH3:28])([CH2:4][N:5]1[C:9]2[CH:10]=[CH:11][CH:12]=[CH:13][C:8]=2[N:7]=[C:6]1[CH2:14][N:15]([CH3:26])[CH:16]1[C:25]2[N:24]=[CH:23][CH:22]=[CH:21][C:20]=2[CH2:19][CH2:18][CH2:17]1)[CH2:2][NH:1]/[C:51](/[NH:60][C:61](=[O:67])[O:62][C:63]([CH3:66])([CH3:65])[CH3:64])=[N:52]/[C:53](=[O:59])[O:54][C:55]([CH3:58])([CH3:57])[CH3:56], predict the reactants needed to synthesize it. The reactants are: [NH2:1][CH2:2][C:3]([CH3:28])([CH3:27])[CH2:4][N:5]1[C:9]2[CH:10]=[CH:11][CH:12]=[CH:13][C:8]=2[N:7]=[C:6]1[CH2:14][N:15]([CH3:26])[CH:16]1[C:25]2[N:24]=[CH:23][CH:22]=[CH:21][C:20]=2[CH2:19][CH2:18][CH2:17]1.CN(CC1N(CCCN/[C:51](/[NH:60][C:61](=[O:67])[O:62][C:63]([CH3:66])([CH3:65])[CH3:64])=[N:52]\[C:53](=[O:59])[O:54][C:55]([CH3:58])([CH3:57])[CH3:56])C2C=CC=CC=2N=1)C1C2N=CC=CC=2CCC1.